This data is from Peptide-MHC class I binding affinity with 185,985 pairs from IEDB/IMGT. The task is: Regression. Given a peptide amino acid sequence and an MHC pseudo amino acid sequence, predict their binding affinity value. This is MHC class I binding data. The peptide sequence is QAELTSNCTR. The MHC is HLA-A68:01 with pseudo-sequence HLA-A68:01. The binding affinity (normalized) is 0.494.